From a dataset of Reaction yield outcomes from USPTO patents with 853,638 reactions. Predict the reaction yield, written as a fraction of the theoretical maximum amount of product (1.0 means a 100% yield; for example, 0.34 means a 34% yield). (1) The reactants are [NH2:1][C:2]1[N:3]=[C:4]2[CH:9]=[CH:8][C:7]([O:10][C:11]3[CH:12]=[C:13]([NH:17][C:18](=[O:30])[C:19]4[CH:24]=[CH:23][CH:22]=[C:21]([C:25]5([C:28]#[N:29])[CH2:27][CH2:26]5)[CH:20]=4)[CH:14]=[CH:15][CH:16]=3)=[N:6][N:5]2[CH:31]=1.[F:32][C:33]1[CH:41]=[CH:40][C:36]([C:37](O)=[O:38])=[CH:35][N:34]=1.C(Cl)(=O)C(Cl)=O.O1CCCC1. The catalyst is CN(C)C=O.CN(C)C(=O)C. The product is [C:28]([C:25]1([C:21]2[CH:20]=[C:19]([CH:24]=[CH:23][CH:22]=2)[C:18]([NH:17][C:13]2[CH:12]=[C:11]([CH:16]=[CH:15][CH:14]=2)[O:10][C:7]2[CH:8]=[CH:9][C:4]3[N:5]([CH:31]=[C:2]([NH:1][C:37](=[O:38])[C:36]4[CH:40]=[CH:41][C:33]([F:32])=[N:34][CH:35]=4)[N:3]=3)[N:6]=2)=[O:30])[CH2:27][CH2:26]1)#[N:29]. The yield is 0.200. (2) The reactants are [CH3:1][O:2][C:3]1[CH:8]=[CH:7][C:6]([C:9](=O)[CH2:10][C:11](=O)[C:12]([O:14][CH2:15][CH3:16])=[O:13])=[CH:5][CH:4]=1.[CH3:19][CH:20]([N:22]1[C:26]([NH2:27])=[CH:25][CH:24]=[N:23]1)[CH3:21]. The catalyst is C1C=CC=CC=1. The product is [CH3:19][CH:20]([N:22]1[C:26]2[N:27]=[C:9]([C:6]3[CH:7]=[CH:8][C:3]([O:2][CH3:1])=[CH:4][CH:5]=3)[CH:10]=[C:11]([C:12]([O:14][CH2:15][CH3:16])=[O:13])[C:25]=2[CH:24]=[N:23]1)[CH3:21]. The yield is 0.650. (3) The reactants are [CH3:1][O:2][CH2:3][C@@H:4]1[CH2:8][CH2:7][CH2:6][NH:5]1.[CH2:9]([O:16][C:17]([N:19]1[CH2:24][CH2:23][CH:22]([CH2:25][CH2:26]Br)[CH2:21][CH2:20]1)=[O:18])[C:10]1[CH:15]=[CH:14][CH:13]=[CH:12][CH:11]=1. The catalyst is C(#N)C. The product is [CH2:9]([O:16][C:17]([N:19]1[CH2:24][CH2:23][CH:22]([CH2:25][CH2:26][N:5]2[CH2:6][CH2:7][CH2:8][C@H:4]2[CH2:3][O:2][CH3:1])[CH2:21][CH2:20]1)=[O:18])[C:10]1[CH:11]=[CH:12][CH:13]=[CH:14][CH:15]=1. The yield is 0.670. (4) The reactants are [CH:1]([C:3]1[CH:4]=[C:5](B(O)O)[CH:6]=[CH:7][CH:8]=1)=[O:2].Br[C:13]1[CH:14]=[CH:15][C:16]2[N:17]([N:19]=[CH:20][N:21]=2)[CH:18]=1.C([O-])([O-])=O.[Cs+].[Cs+]. The catalyst is CS(C)=O.O.C1C=CC(P(C2C=CC=CC=2)[C-]2C=CC=C2)=CC=1.C1C=CC(P(C2C=CC=CC=2)[C-]2C=CC=C2)=CC=1.Cl[Pd]Cl.[Fe+2]. The product is [N:21]1[CH:20]=[N:19][N:17]2[CH:18]=[C:13]([C:5]3[CH:4]=[C:3]([CH:8]=[CH:7][CH:6]=3)[CH:1]=[O:2])[CH:14]=[CH:15][C:16]=12. The yield is 0.860. (5) The reactants are [N+:1]([C:4]1[C:12]2[C:7](=[CH:8][CH:9]=[C:10]([C:13]([O:15]C)=O)[CH:11]=2)[NH:6][CH:5]=1)([O-:3])=[O:2].O.[NH2:18][NH2:19]. The yield is 0.500. The catalyst is CCO. The product is [N+:1]([C:4]1[C:12]2[C:7](=[CH:8][CH:9]=[C:10]([C:13]([NH:18][NH2:19])=[O:15])[CH:11]=2)[NH:6][CH:5]=1)([O-:3])=[O:2]. (6) The reactants are [CH3:1][C:2]1([CH3:28])[CH2:7][CH2:6][C:5]([C:8]2[CH:13]=[C:12]([C:14](O)([CH3:16])[CH3:15])[CH:11]=[CH:10][C:9]=2[NH:18][C:19]([C:21]2[NH:22][CH:23]=[C:24]([C:26]#[N:27])[N:25]=2)=[O:20])=[CH:4][CH2:3]1.[CH3:29][O:30][C:31]1[CH:36]=[CH:35][C:34]([CH2:37][SH:38])=[CH:33][CH:32]=1.C(O)(C(F)(F)F)=O. The catalyst is C(Cl)Cl. The product is [CH3:28][C:2]1([CH3:1])[CH2:7][CH2:6][C:5]([C:8]2[CH:13]=[C:12]([C:14]([S:38][CH2:37][C:34]3[CH:35]=[CH:36][C:31]([O:30][CH3:29])=[CH:32][CH:33]=3)([CH3:15])[CH3:16])[CH:11]=[CH:10][C:9]=2[NH:18][C:19]([C:21]2[NH:22][CH:23]=[C:24]([C:26]#[N:27])[N:25]=2)=[O:20])=[CH:4][CH2:3]1. The yield is 0.540.